The task is: Regression. Given two drug SMILES strings and cell line genomic features, predict the synergy score measuring deviation from expected non-interaction effect.. This data is from NCI-60 drug combinations with 297,098 pairs across 59 cell lines. Drug 1: C1CCN(CC1)CCOC2=CC=C(C=C2)C(=O)C3=C(SC4=C3C=CC(=C4)O)C5=CC=C(C=C5)O. Drug 2: COCCOC1=C(C=C2C(=C1)C(=NC=N2)NC3=CC=CC(=C3)C#C)OCCOC.Cl. Cell line: K-562. Synergy scores: CSS=2.37, Synergy_ZIP=0.363, Synergy_Bliss=-0.0257, Synergy_Loewe=-7.24, Synergy_HSA=-6.72.